The task is: Predict the reactants needed to synthesize the given product.. This data is from Full USPTO retrosynthesis dataset with 1.9M reactions from patents (1976-2016). (1) Given the product [CH3:1][N:2]([CH:14]1[C:23]2[N:22]=[CH:21][CH:20]=[CH:19][C:18]=2[CH2:17][CH2:16][CH2:15]1)[CH2:3][C:4]([OH:6])=[O:5], predict the reactants needed to synthesize it. The reactants are: [CH3:1][N:2]([CH:14]1[C:23]2[N:22]=[CH:21][CH:20]=[CH:19][C:18]=2[CH2:17][CH2:16][CH2:15]1)[CH2:3][C:4]([O:6]CC1C=CC=CC=1)=[O:5]. (2) Given the product [ClH:18].[NH:1]1[CH2:5][CH2:4][CH2:3][C@H:2]1[C:6]([O:8][CH2:9][CH3:10])=[O:7], predict the reactants needed to synthesize it. The reactants are: [N:1]1(C(OC(C)(C)C)=O)[CH2:5][CH2:4][CH2:3][C@H:2]1[C:6]([O:8][CH2:9][CH3:10])=[O:7].[ClH:18].O1CCOCC1. (3) Given the product [ClH:47].[CH2:28]([NH:27][C:25]([NH:24][C:20]1[CH:19]=[C:18]([C:14]2[CH:15]=[CH:16][CH:17]=[C:12]([O:11][CH2:10][C@@H:9]([C:31]([O:33][CH3:34])=[O:32])[NH2:8])[CH:13]=2)[CH:23]=[CH:22][CH:21]=1)=[O:26])[CH2:29][CH3:30], predict the reactants needed to synthesize it. The reactants are: C1(C(C2C=CC=CC=2)(C2C=CC=CC=2)[NH:8][C@H:9]([C:31]([O:33][CH3:34])=[O:32])[CH2:10][O:11][C:12]2[CH:13]=[C:14]([C:18]3[CH:23]=[CH:22][CH:21]=[C:20]([NH:24][C:25]([NH:27][CH2:28][CH2:29][CH3:30])=[O:26])[CH:19]=3)[CH:15]=[CH:16][CH:17]=2)C=CC=CC=1.[ClH:47]. (4) The reactants are: [NH3:1].CO.[N:4]1[CH:9]=[CH:8][CH:7]=[CH:6][C:5]=1[CH:10]=O.[N+:12]([CH:14]([C:25]1[CH:30]=[CH:29][C:28]([F:31])=[CH:27][CH:26]=1)S(C1C=CC(C)=CC=1)(=O)=O)#[C-:13]. Given the product [F:31][C:28]1[CH:29]=[CH:30][C:25]([C:14]2[NH:12][CH:13]=[N:1][C:10]=2[C:5]2[CH:6]=[CH:7][CH:8]=[CH:9][N:4]=2)=[CH:26][CH:27]=1, predict the reactants needed to synthesize it. (5) Given the product [CH3:1][C:2]1[CH:7]=[CH:6][C:5]([S:8][C:9]2[CH:10]=[CH:11][C:12]([O:15][S:30]([CH2:28][CH3:29])(=[O:32])=[O:31])=[CH:13][CH:14]=2)=[C:4]([NH:16][C:17]2[C:26]3[C:21](=[N:22][C:23]([CH3:27])=[CH:24][CH:25]=3)[N:20]=[CH:19][CH:18]=2)[CH:3]=1, predict the reactants needed to synthesize it. The reactants are: [CH3:1][C:2]1[CH:7]=[CH:6][C:5]([S:8][C:9]2[CH:14]=[CH:13][C:12]([OH:15])=[CH:11][CH:10]=2)=[C:4]([NH:16][C:17]2[C:26]3[C:21](=[N:22][C:23]([CH3:27])=[CH:24][CH:25]=3)[N:20]=[CH:19][CH:18]=2)[CH:3]=1.[CH2:28]([S:30](Cl)(=[O:32])=[O:31])[CH3:29]. (6) The reactants are: Cl.[CH2:2]([O:4][C:5]1[CH:6]=[C:7]2[C:12](=[CH:13][C:14]=1[O:15][CH2:16][CH3:17])[N:11]=[CH:10][N:9]=[C:8]2[NH:18][C:19]1[CH:20]=[C:21]([C:25](=[O:27])[CH3:26])[CH:22]=[CH:23][CH:24]=1)[CH3:3].[Br:28]Br. Given the product [BrH:28].[Br:28][CH2:26][C:25]([C:21]1[CH:22]=[CH:23][CH:24]=[C:19]([NH:18][C:8]2[C:7]3[C:12](=[CH:13][C:14]([O:15][CH2:16][CH3:17])=[C:5]([O:4][CH2:2][CH3:3])[CH:6]=3)[N:11]=[CH:10][N:9]=2)[CH:20]=1)=[O:27], predict the reactants needed to synthesize it. (7) Given the product [C:5]([C:8]1[CH:15]=[CH:14][C:11]([C:12]([NH2:4])=[O:17])=[C:10]([CH3:16])[CH:9]=1)(=[O:7])[CH3:6], predict the reactants needed to synthesize it. The reactants are: ClCCl.[NH3:4].[C:5]([C:8]1[CH:15]=[CH:14][C:11]([CH2:12]Cl)=[C:10]([CH3:16])[CH:9]=1)(=[O:7])[CH3:6].[O:17]1CCCC1. (8) The reactants are: [OH-].[Na+].[N:3]1[CH:8]=[CH:7][CH:6]=[N:5][C:4]=1[N:9]1[C:17]2[C:12](=[CH:13][CH:14]=[CH:15][CH:16]=2)[C:11]([C:18]([O:20]C)=[O:19])=[CH:10]1. Given the product [N:3]1[CH:8]=[CH:7][CH:6]=[N:5][C:4]=1[N:9]1[C:17]2[C:12](=[CH:13][CH:14]=[CH:15][CH:16]=2)[C:11]([C:18]([OH:20])=[O:19])=[CH:10]1, predict the reactants needed to synthesize it. (9) Given the product [F:15][C:16]1[CH:17]=[CH:18][C:19]([C@@H:22]2[CH2:24][C@H:23]2[C:25]([N:10]2[CH2:9][C@H:8](/[CH:11]=[CH:12]/[CH3:13])[NH:7][C:6](=[O:14])[C@@H:5]2[CH2:1][CH:2]([CH3:4])[CH3:3])=[O:26])=[CH:20][CH:21]=1, predict the reactants needed to synthesize it. The reactants are: [CH2:1]([C@@H:5]1[NH:10][CH2:9][C@H:8]([CH:11]=[CH:12][CH3:13])[NH:7][C:6]1=[O:14])[CH:2]([CH3:4])[CH3:3].[F:15][C:16]1[CH:21]=[CH:20][C:19]([C@@H:22]2[CH2:24][C@H:23]2[C:25](O)=[O:26])=[CH:18][CH:17]=1.C([C@@H]1N(C(=O)/C=C/C2C=CC=CC=2)C[C@H](CC(C)C)NC1=O)C(C)C. (10) Given the product [CH3:14][C:12]1([CH3:15])[O:11][C@H:10]2[O:16][C@H:7]([C@@H:5]([OH:6])[CH2:4][OH:3])[CH2:8][C@H:9]2[O:13]1, predict the reactants needed to synthesize it. The reactants are: CC1(C)[O:6][CH:5]([C@H:7]2[O:16][C@@H:10]3[O:11][C:12]([CH3:15])([CH3:14])[O:13][C@@H:9]3[CH2:8]2)[CH2:4][O:3]1.C([O-])(O)=O.[Na+].